This data is from Full USPTO retrosynthesis dataset with 1.9M reactions from patents (1976-2016). The task is: Predict the reactants needed to synthesize the given product. (1) Given the product [CH3:21][CH2:18][CH2:19][CH2:14][CH2:13][CH2:12][CH2:7][CH2:3][CH2:4][CH2:5][CH3:6], predict the reactants needed to synthesize it. The reactants are: N1[CH:6]=[CH:5][CH:4]=[C:3]([CH:7]([CH:12]2N3[CH2:18][CH2:19][CH:14](C(=O)C3)[CH2:13]2)C[N+]([O-])=O)C=1.[CH2:21](O)C. (2) Given the product [CH2:1]([C:4]1[C:5]([O:15][CH2:16][C:17]2[CH:26]=[CH:25][C:24]3[C:19](=[CH:20][CH:21]=[CH:22][CH:23]=3)[N:18]=2)=[N:6][N:7]([CH2:9][CH2:10][OH:11])[CH:8]=1)[CH2:2][CH3:3], predict the reactants needed to synthesize it. The reactants are: [CH2:1]([C:4]1[C:5]([O:15][CH2:16][C:17]2[CH:26]=[CH:25][C:24]3[C:19](=[CH:20][CH:21]=[CH:22][CH:23]=3)[N:18]=2)=[N:6][N:7]([CH2:9][C:10](OCC)=[O:11])[CH:8]=1)[CH2:2][CH3:3].[H-].C([Al+]CC(C)C)C(C)C.C(O)C.[Cl-].[NH4+].